Dataset: Catalyst prediction with 721,799 reactions and 888 catalyst types from USPTO. Task: Predict which catalyst facilitates the given reaction. Reactant: [CH3:1][N:2]([CH3:23])[C:3]1[N:8]=[CH:7][C:6]([NH:9][C:10](=[O:18])OC2C=CC=CC=2)=[CH:5][C:4]=1[C:19]([F:22])([F:21])[F:20].[Cl:24][C:25]1[CH:26]=[C:27]([N:31]2[C:35]([CH2:36][NH2:37])=[CH:34][C:33]([C:38]([F:41])([F:40])[F:39])=[N:32]2)[CH:28]=[CH:29][CH:30]=1.C(N(CC)CC)C. Product: [Cl:24][C:25]1[CH:26]=[C:27]([N:31]2[C:35]([CH2:36][NH:37][C:10]([NH:9][C:6]3[CH:7]=[N:8][C:3]([N:2]([CH3:1])[CH3:23])=[C:4]([C:19]([F:20])([F:21])[F:22])[CH:5]=3)=[O:18])=[CH:34][C:33]([C:38]([F:39])([F:40])[F:41])=[N:32]2)[CH:28]=[CH:29][CH:30]=1. The catalyst class is: 58.